This data is from Reaction yield outcomes from USPTO patents with 853,638 reactions. The task is: Predict the reaction yield, written as a fraction of the theoretical maximum amount of product (1.0 means a 100% yield; for example, 0.34 means a 34% yield). (1) The reactants are [NH:1]1[CH2:5][CH2:4][CH2:3][CH2:2]1.[CH:6]12[O:12][CH:7]1[CH2:8][CH2:9][CH2:10][CH2:11]2. The catalyst is O. The product is [N:1]1([C@@H:6]2[CH2:11][CH2:10][CH2:9][CH2:8][C@H:7]2[OH:12])[CH2:5][CH2:4][CH2:3][CH2:2]1. The yield is 0.980. (2) The reactants are [F:1][C:2]1[CH:7]=[C:6]([I:8])[CH:5]=[CH:4][C:3]=1[CH2:9][C:10]([OH:12])=[O:11].C(N(CC)C(C)C)(C)C.[C:22]([O:25][CH2:26]Br)(=[O:24])[CH3:23].CCC(OBr)=O. The catalyst is C(#N)C. The product is [C:22]([O:25][CH2:26][O:11][C:10](=[O:12])[CH2:9][C:3]1[CH:4]=[CH:5][C:6]([I:8])=[CH:7][C:2]=1[F:1])(=[O:24])[CH3:23]. The yield is 0.720.